Regression. Given a peptide amino acid sequence and an MHC pseudo amino acid sequence, predict their binding affinity value. This is MHC class I binding data. From a dataset of Peptide-MHC class I binding affinity with 185,985 pairs from IEDB/IMGT. (1) The peptide sequence is YQKKNASVY. The MHC is HLA-B40:01 with pseudo-sequence HLA-B40:01. The binding affinity (normalized) is 0.0847. (2) The peptide sequence is RILGAGCFV. The MHC is HLA-A02:06 with pseudo-sequence HLA-A02:06. The binding affinity (normalized) is 0.664.